Dataset: Catalyst prediction with 721,799 reactions and 888 catalyst types from USPTO. Task: Predict which catalyst facilitates the given reaction. Reactant: [Cl:1][C:2]1[CH:7]=[CH:6][CH:5]=[C:4]([CH2:8]Cl)[CH:3]=1.[OH:10][C:11]1[C:12](=[O:19])[CH:13]=[C:14]([CH2:17][OH:18])[O:15][CH:16]=1.[OH-].[Na+]. Product: [Cl:1][C:2]1[CH:3]=[C:4]([CH:5]=[CH:6][CH:7]=1)[CH2:8][O:10][C:11]1[C:12](=[O:19])[CH:13]=[C:14]([CH2:17][OH:18])[O:15][CH:16]=1. The catalyst class is: 5.